Dataset: Catalyst prediction with 721,799 reactions and 888 catalyst types from USPTO. Task: Predict which catalyst facilitates the given reaction. (1) Reactant: [F:1][C:2]1[CH:7]=[C:6]([O:8][C:9]2[CH:14]=[CH:13][N:12]=[C:11]([NH:15][C:16]([N:18]3[CH2:23][CH2:22][CH:21]([N:24]4[CH2:29][CH2:28][N:27]([CH3:30])[CH2:26][CH2:25]4)[CH2:20][CH2:19]3)=[O:17])[CH:10]=2)[CH:5]=[CH:4][C:3]=1[NH:31][C:32]([CH2:34][C:35]1([CH2:38][C:39]([NH:41][C:42]2[CH:47]=[CH:46][C:45]([F:48])=[CH:44][CH:43]=2)=[O:40])[CH2:37][CH2:36]1)=[O:33].[C:49]([OH:56])(=[O:55])/[CH:50]=[CH:51]\[C:52]([OH:54])=[O:53]. Product: [C:49]([OH:56])(=[O:55])/[CH:50]=[CH:51]\[C:52]([OH:54])=[O:53].[F:1][C:2]1[CH:7]=[C:6]([O:8][C:9]2[CH:14]=[CH:13][N:12]=[C:11]([NH:15][C:16]([N:18]3[CH2:19][CH2:20][CH:21]([N:24]4[CH2:29][CH2:28][N:27]([CH3:30])[CH2:26][CH2:25]4)[CH2:22][CH2:23]3)=[O:17])[CH:10]=2)[CH:5]=[CH:4][C:3]=1[NH:31][C:32]([CH2:34][C:35]1([CH2:38][C:39]([NH:41][C:42]2[CH:47]=[CH:46][C:45]([F:48])=[CH:44][CH:43]=2)=[O:40])[CH2:37][CH2:36]1)=[O:33]. The catalyst class is: 21. (2) The catalyst class is: 2. Reactant: [OH:1][CH2:2][C@@H:3]([NH:15][C:16](=[O:22])[O:17][C:18]([CH3:21])([CH3:20])[CH3:19])[CH2:4][C:5]1[CH:10]=[CH:9][CH:8]=[C:7]([C:11]([F:14])([F:13])[F:12])[CH:6]=1.C(=O)(O)[O-].[Na+].CC(OI1(OC(C)=O)(OC(C)=O)OC(=O)C2C=CC=CC1=2)=O. Product: [O:1]=[CH:2][CH:3]([NH:15][C:16](=[O:22])[O:17][C:18]([CH3:20])([CH3:19])[CH3:21])[CH2:4][C:5]1[CH:10]=[CH:9][CH:8]=[C:7]([C:11]([F:14])([F:13])[F:12])[CH:6]=1. (3) Reactant: [Cl:1][C:2]1[CH:7]=[CH:6][C:5]([C:8]2[CH:12]=[C:11]([CH:13]3[O:18][CH2:17][CH:16]([CH2:19][CH2:20][C:21]4[CH:26]=[CH:25][CH:24]=[CH:23][CH:22]=4)[N:15](C(OC(C)(C)C)=O)[CH2:14]3)[N:10]([C:34]3[N:39]=[CH:38][CH:37]=[CH:36][N:35]=3)[N:9]=2)=[CH:4][CH:3]=1.C(O)(C(F)(F)F)=O. Product: [Cl:1][C:2]1[CH:7]=[CH:6][C:5]([C:8]2[CH:12]=[C:11]([CH:13]3[O:18][CH2:17][CH:16]([CH2:19][CH2:20][C:21]4[CH:26]=[CH:25][CH:24]=[CH:23][CH:22]=4)[NH:15][CH2:14]3)[N:10]([C:34]3[N:35]=[CH:36][CH:37]=[CH:38][N:39]=3)[N:9]=2)=[CH:4][CH:3]=1. The catalyst class is: 2.